This data is from Full USPTO retrosynthesis dataset with 1.9M reactions from patents (1976-2016). The task is: Predict the reactants needed to synthesize the given product. (1) Given the product [CH3:4][C:3]([CH3:5])([CH:6]1[CH2:11][CH2:10][CH2:9][NH:8][CH2:7]1)[OH:2], predict the reactants needed to synthesize it. The reactants are: Cl.[OH:2][C:3]([CH:6]1[CH2:11][CH2:10][CH2:9][N:8](C(OC(C)(C)C)=O)[CH2:7]1)([CH3:5])[CH3:4]. (2) Given the product [NH3:1].[CH2:45]([Cl:47])[Cl:46].[CH3:19][N:20]([CH2:15][C:14]1[CH:17]=[CH:18][C:11]([O:10][CH2:9][CH2:8][CH2:7][N:1]2[CH2:6][CH2:5][CH2:4][CH2:3][CH2:2]2)=[CH:12][CH:13]=1)[CH2:21][CH2:22][C:23]1[CH:28]=[CH:27][CH:26]=[CH:25][N:24]=1, predict the reactants needed to synthesize it. The reactants are: [N:1]1([CH2:7][CH2:8][CH2:9][O:10][C:11]2[CH:18]=[CH:17][C:14]([CH:15]=O)=[CH:13][CH:12]=2)[CH2:6][CH2:5][CH2:4][CH2:3][CH2:2]1.[CH3:19][NH:20][CH2:21][CH2:22][C:23]1[CH:28]=[CH:27][CH:26]=[CH:25][N:24]=1.C(O[BH-](OC(=O)C)OC(=O)C)(=O)C.[Na+].[OH-].[Na+].[CH2:45]([Cl:47])[Cl:46]. (3) Given the product [F:1][C:2]1[CH:3]=[C:4]2[C:8](=[CH:9][CH:10]=1)[NH:7][C:6](=[O:11])[C:5]2=[CH:12][C:13]1[CH:14]=[C:15]([CH:29]=[CH:30][CH:31]=1)[C:16]([NH:18][CH2:19][CH2:20][CH2:21][CH2:22][CH2:23][CH2:24][CH2:25][C:26]([NH:45][OH:46])=[O:27])=[O:17], predict the reactants needed to synthesize it. The reactants are: [F:1][C:2]1[CH:3]=[C:4]2[C:8](=[CH:9][CH:10]=1)[NH:7][C:6](=[O:11])[C:5]2=[CH:12][C:13]1[CH:14]=[C:15]([CH:29]=[CH:30][CH:31]=1)[C:16]([NH:18][CH2:19][CH2:20][CH2:21][CH2:22][CH2:23][CH2:24][CH2:25][C:26](O)=[O:27])=[O:17].C(N(CC)CC)C.ClC(OCC)=O.[NH2:45][OH:46]. (4) Given the product [CH3:17][CH2:18][N:12]([CH:13]([CH3:9])[CH3:14])[CH:11]([CH3:10])[CH3:23], predict the reactants needed to synthesize it. The reactants are: COC(N[C@@H]1[CH:14]2C(=O)C[C@H:17](C(O)=O)[CH2:18][N:12]3[C:13]2=[C:9]([CH:10]=[CH:11]3)CC1)=O.[CH3:23]N(C(ON1N=NC2C=CC=NC1=2)=[N+](C)C)C.F[P-](F)(F)(F)(F)F.COC(OC)CN. (5) Given the product [Br:24][C:9]1[N:8]=[C:7]([C:12]([O:14][CH2:15][CH3:16])=[O:13])[C:6]([NH:5][CH:3]2[CH2:4][O:1][CH2:2]2)=[CH:11][CH:10]=1, predict the reactants needed to synthesize it. The reactants are: [O:1]1[CH2:4][CH:3]([NH:5][C:6]2[C:7]([C:12]([O:14][CH2:15][CH3:16])=[O:13])=[N:8][CH:9]=[CH:10][CH:11]=2)[CH2:2]1.C1C(=O)N([Br:24])C(=O)C1. (6) Given the product [Br:1][C:2]1[C:3]([C:12]2[O:13][CH:14]=[CH:15][CH:16]=2)=[N:4][N:5]2[C:10]([NH:72][CH:57]3[CH2:62][CH2:61][CH2:60][CH2:59]3)=[CH:9][CH:8]=[CH:7][C:6]=12, predict the reactants needed to synthesize it. The reactants are: [Br:1][C:2]1[C:3]([C:12]2[O:13][CH:14]=[CH:15][CH:16]=2)=[N:4][N:5]2[C:10](Cl)=[CH:9][CH:8]=[CH:7][C:6]=12.[C:61]1(P([C:57]2[CH:62]=[CH:61][CH:60]=[CH:59]C=2)[C:61]2[CH:62]=[CH:57][C:57]3[C:59](=[CH:59][CH:60]=[CH:61][CH:62]=3)[C:60]=2[C:61]2[C:62]3[C:60](=[CH:61][CH:62]=[CH:57][CH:57]=3)[CH:59]=[CH:59][C:60]=2P([C:61]2[CH:62]=[CH:57]C=[CH:59][CH:60]=2)[C:61]2[CH:62]=[CH:57]C=[CH:59][CH:60]=2)[CH:62]=[CH:57]C=[CH:59][CH:60]=1.C(=O)([O-])[O-].[Cs+].[Cs+].C1([NH2:72])CC1.[Cl-].[NH4+]. (7) Given the product [Cl:19][C:20]1[N:25]=[CH:24][N:23]=[C:22]([NH:5][C:4]2[CH:6]=[CH:7][C:8]([N:9]3[CH2:14][CH2:13][N:12]([CH:15]4[CH2:16][O:17][CH2:18]4)[CH2:11][CH2:10]3)=[C:2]([CH3:1])[CH:3]=2)[N:21]=1, predict the reactants needed to synthesize it. The reactants are: [CH3:1][C:2]1[CH:3]=[C:4]([CH:6]=[CH:7][C:8]=1[N:9]1[CH2:14][CH2:13][N:12]([CH:15]2[CH2:18][O:17][CH2:16]2)[CH2:11][CH2:10]1)[NH2:5].[Cl:19][C:20]1[N:25]=[C:24](Cl)[N:23]=[CH:22][N:21]=1. (8) The reactants are: Cl.[CH2:2]([O:9][C:10]1[CH:15]=[CH:14][C:13]([NH:16][C:17]2[C:26]3[C:21](=[CH:22][CH:23]=[C:24]([C:27]4[O:31][C:30]([CH:32]=O)=[CH:29][CH:28]=4)[CH:25]=3)[N:20]=[CH:19][N:18]=2)=[CH:12][CH:11]=1)[C:3]1[CH:8]=[CH:7][CH:6]=[CH:5][CH:4]=1.[CH3:34][NH:35][CH2:36][CH2:37][S:38]([CH3:41])(=[O:40])=[O:39]. Given the product [CH2:2]([O:9][C:10]1[CH:11]=[CH:12][C:13]([NH:16][C:17]2[C:26]3[C:21](=[CH:22][CH:23]=[C:24]([C:27]4[O:31][C:30]([CH2:32][N:35]([CH2:36][CH2:37][S:38]([CH3:41])(=[O:40])=[O:39])[CH3:34])=[CH:29][CH:28]=4)[CH:25]=3)[N:20]=[CH:19][N:18]=2)=[CH:14][CH:15]=1)[C:3]1[CH:4]=[CH:5][CH:6]=[CH:7][CH:8]=1, predict the reactants needed to synthesize it. (9) Given the product [Cl:1][C:2]1[CH:3]=[C:4]([OH:5])[CH:14]=[CH:15][C:16]=1[C:17]([F:19])([F:20])[F:18], predict the reactants needed to synthesize it. The reactants are: [Cl:1][C:2]1[CH:3]=[C:4]([CH:14]=[CH:15][C:16]=1[C:17]([F:20])([F:19])[F:18])[O:5]CC(OC(C)(C)C)=O.FC(F)(F)C(O)=O. (10) Given the product [Br:1][C:2]1[C:3]([O:23][CH3:24])=[C:4]([C:9]([CH2:12][S:13]([CH2:16][CH2:17][OH:22])(=[O:15])=[O:14])=[CH:10][CH:11]=1)[C:5]([O:7][CH3:8])=[O:6], predict the reactants needed to synthesize it. The reactants are: [Br:1][C:2]1[C:3]([O:23][CH3:24])=[C:4]([C:9]([CH2:12][S:13]([C:16]2C=CC=C[C:17]=2[OH:22])(=[O:15])=[O:14])=[CH:10][CH:11]=1)[C:5]([O:7][CH3:8])=[O:6].BrC1C(OC)=C(C(CSCCO)=CC=1)C(OC)=O.